Task: Predict the reactants needed to synthesize the given product.. Dataset: Full USPTO retrosynthesis dataset with 1.9M reactions from patents (1976-2016) (1) Given the product [NH2:7][C@@H:8]1[C:14](=[O:15])[NH:13][C:12]2[CH:16]=[CH:17][C:18]([B:20]3[O:24][C:23]([CH3:26])([CH3:25])[C:22]([CH3:28])([CH3:27])[O:21]3)=[CH:19][C:11]=2[CH2:10][CH2:9]1, predict the reactants needed to synthesize it. The reactants are: C(OC(=O)[NH:7][C@@H:8]1[C:14](=[O:15])[NH:13][C:12]2[CH:16]=[CH:17][C:18]([B:20]3[O:24][C:23]([CH3:26])([CH3:25])[C:22]([CH3:28])([CH3:27])[O:21]3)=[CH:19][C:11]=2[CH2:10][CH2:9]1)(C)(C)C.Cl. (2) The reactants are: [Cl:1][C:2]1[CH:7]=[CH:6][C:5]([C:8]2[N:9]([CH2:14][C@H:15]([OH:20])[C:16]([F:19])([F:18])[F:17])[C:10](=[O:13])[NH:11][N:12]=2)=[CH:4][CH:3]=1.Br[CH2:22][C:23]#[CH:24].C(=O)([O-])[O-].[Cs+].[Cs+].O. Given the product [Cl:1][C:2]1[CH:7]=[CH:6][C:5]([C:8]2[N:9]([CH2:14][C@H:15]([OH:20])[C:16]([F:18])([F:19])[F:17])[C:10](=[O:13])[N:11]([CH2:24][C:23]#[CH:22])[N:12]=2)=[CH:4][CH:3]=1, predict the reactants needed to synthesize it. (3) The reactants are: Cl[C:2]1[N:10]=[C:9](Cl)[CH:8]=[CH:7][C:3]=1[C:4]([NH2:6])=[O:5].[O:12]([C:19]1[CH:24]=[CH:23][C:22]([OH:25])=[CH:21][CH:20]=1)[C:13]1[CH:18]=[CH:17][CH:16]=[CH:15][CH:14]=1.[NH2:26][C@@H:27]1[CH2:31][CH2:30][N:29]([C:32]([O:34]C(C)(C)C)=O)[CH2:28]1.[C:39](O)(=O)[CH:40]=C. Given the product [C:32]([N:29]1[CH2:30][CH2:31][C@@H:27]([NH:26][C:9]2[CH:8]=[CH:7][C:3]([C:4]([NH2:6])=[O:5])=[C:2]([O:25][C:22]3[CH:21]=[CH:20][C:19]([O:12][C:13]4[CH:18]=[CH:17][CH:16]=[CH:15][CH:14]=4)=[CH:24][CH:23]=3)[N:10]=2)[CH2:28]1)(=[O:34])[CH:39]=[CH2:40], predict the reactants needed to synthesize it. (4) Given the product [CH:32]1([CH2:31][N:1]2[C:9]3[C:4](=[CH:5][C:6]([NH:10][C:11]4[N:20]=[CH:19][C:18]([CH:21]5[CH2:22][CH2:23]5)=[CH:17][C:12]=4[C:13]([OH:15])=[O:14])=[CH:7][CH:8]=3)[CH:3]=[CH:2]2)[CH2:37][CH2:36][CH2:35][CH2:34][CH2:33]1, predict the reactants needed to synthesize it. The reactants are: [NH:1]1[C:9]2[C:4](=[CH:5][C:6]([NH:10][C:11]3[N:20]=[CH:19][C:18]([CH:21]4[CH2:23][CH2:22]4)=[CH:17][C:12]=3[C:13]([O:15]C)=[O:14])=[CH:7][CH:8]=2)[CH:3]=[CH:2]1.CC(C)([O-])C.[K+].Br[CH2:31][CH:32]1[CH2:37][CH2:36][CH2:35][CH2:34][CH2:33]1.Cl.